This data is from Full USPTO retrosynthesis dataset with 1.9M reactions from patents (1976-2016). The task is: Predict the reactants needed to synthesize the given product. (1) Given the product [C:1]([O:5][C:6](=[O:43])[N:7]([C:16]1[CH:21]=[CH:20][C:19]([C:22]([C:24]2[C:32]3[C:27](=[N:28][CH:29]=[C:30]([Cl:33])[CH:31]=3)[N:26]([S:34]([C:37]3[CH:42]=[CH:41][CH:40]=[CH:39][CH:38]=3)(=[O:35])=[O:36])[CH:25]=2)=[O:23])=[CH:18][N:17]=1)[CH2:8][C:9]1[CH:14]=[CH:13][CH:12]=[CH:11][C:10]=1[F:15])([CH3:4])([CH3:2])[CH3:3], predict the reactants needed to synthesize it. The reactants are: [C:1]([O:5][C:6](=[O:43])[N:7]([C:16]1[CH:21]=[CH:20][C:19]([CH:22]([C:24]2[C:32]3[C:27](=[N:28][CH:29]=[C:30]([Cl:33])[CH:31]=3)[N:26]([S:34]([C:37]3[CH:42]=[CH:41][CH:40]=[CH:39][CH:38]=3)(=[O:36])=[O:35])[CH:25]=2)[OH:23])=[CH:18][N:17]=1)[CH2:8][C:9]1[CH:14]=[CH:13][CH:12]=[CH:11][C:10]=1[F:15])([CH3:4])([CH3:3])[CH3:2].CC(OI1(OC(C)=O)(OC(C)=O)OC(=O)C2C=CC=CC1=2)=O.C(=O)([O-])[O-].[K+].[K+]. (2) Given the product [Cl:1][C:2]1[CH:3]=[C:4]([CH:32]=[CH:33][C:34]=1[Cl:35])[CH2:5][N:6]1[CH2:11][CH2:10][CH:9]([NH:12][C:13](=[O:31])[CH2:14][S:15][C:16]2[S:17][CH:18]=[C:19]([C:21]3[CH:26]=[CH:25][CH:24]=[C:23]([C:27]([OH:29])=[O:28])[N:22]=3)[N:20]=2)[CH2:8][CH2:7]1, predict the reactants needed to synthesize it. The reactants are: [Cl:1][C:2]1[CH:3]=[C:4]([CH:32]=[CH:33][C:34]=1[Cl:35])[CH2:5][N:6]1[CH2:11][CH2:10][CH:9]([NH:12][C:13](=[O:31])[CH2:14][S:15][C:16]2[S:17][CH:18]=[C:19]([C:21]3[CH:26]=[CH:25][CH:24]=[C:23]([C:27]([O:29]C)=[O:28])[N:22]=3)[N:20]=2)[CH2:8][CH2:7]1.CO.[OH-].[Na+].Cl. (3) Given the product [Cl:21][CH2:22][C:14]([CH:11]1[CH2:10][CH2:9][N:8]([C:5]2[CH:6]=[CH:7][C:2]([Cl:1])=[C:3]([O:19][CH3:20])[CH:4]=2)[CH2:13][CH2:12]1)=[O:16], predict the reactants needed to synthesize it. The reactants are: [Cl:1][C:2]1[CH:7]=[CH:6][C:5]([N:8]2[CH2:13][CH2:12][CH:11]([C:14]([O:16]CC)=O)[CH2:10][CH2:9]2)=[CH:4][C:3]=1[O:19][CH3:20].[Cl:21][CH2:22]I.C(=O)=O.CC(C)=O.C[Li]. (4) Given the product [ClH:1].[CH3:29][S:30]([CH2:33][C:34]1[CH:40]=[CH:39][C:37]([NH:38][C:2]2[N:7]=[C:6]([N:8]([CH3:28])[C:9]3[CH:27]=[CH:26][C:12]4[N:13]([CH3:25])[C:14]([NH:16][CH:17]([C:19]5[CH:24]=[CH:23][CH:22]=[CH:21][CH:20]=5)[CH3:18])=[N:15][C:11]=4[CH:10]=3)[CH:5]=[CH:4][N:3]=2)=[CH:36][CH:35]=1)(=[O:31])=[O:32], predict the reactants needed to synthesize it. The reactants are: [Cl:1][C:2]1[N:7]=[C:6]([N:8]([CH3:28])[C:9]2[CH:27]=[CH:26][C:12]3[N:13]([CH3:25])[C:14]([NH:16][CH:17]([C:19]4[CH:24]=[CH:23][CH:22]=[CH:21][CH:20]=4)[CH3:18])=[N:15][C:11]=3[CH:10]=2)[CH:5]=[CH:4][N:3]=1.[CH3:29][S:30]([CH2:33][C:34]1[CH:40]=[CH:39][C:37]([NH2:38])=[CH:36][CH:35]=1)(=[O:32])=[O:31]. (5) Given the product [C:25]([N:22]1[CH2:23][CH2:24][CH:19]([CH2:18][O:17][C:14]2[CH:13]=[CH:12][C:11]([C:8]3[CH:9]=[CH:10][C:5]([S:2]([CH3:1])(=[O:3])=[O:4])=[CH:6][CH:7]=3)=[CH:16][N:15]=2)[CH2:20][CH2:21]1)(=[O:32])[C:26]1[CH:31]=[CH:30][CH:29]=[CH:28][CH:27]=1, predict the reactants needed to synthesize it. The reactants are: [CH3:1][S:2]([C:5]1[CH:10]=[CH:9][C:8]([C:11]2[CH:12]=[CH:13][C:14]([O:17][CH2:18][CH:19]3[CH2:24][CH2:23][NH:22][CH2:21][CH2:20]3)=[N:15][CH:16]=2)=[CH:7][CH:6]=1)(=[O:4])=[O:3].[C:25](O)(=[O:32])[C:26]1[CH:31]=[CH:30][CH:29]=[CH:28][CH:27]=1. (6) Given the product [CH3:14][C:15]1[N:20]2[C:21]([CH:24]=[O:25])=[CH:22][N:23]=[C:19]2[CH:18]=[CH:17][C:16]=1[C:26]1[CH:27]=[N:28][CH:29]=[CH:30][CH:31]=1, predict the reactants needed to synthesize it. The reactants are: BrC1C=CC2N(C(C=O)=CN=2)C=1C.[CH3:14][C:15]1[N:20]2[C:21]([CH:24]=[O:25])=[CH:22][N:23]=[C:19]2[CH:18]=[CH:17][C:16]=1[C:26]1[CH:27]=[N:28][CH:29]=[CH:30][CH:31]=1.N1C=CC=C(B(O)O)C=1.C([O-])([O-])=O.[Na+].[Na+]. (7) Given the product [CH2:1]([O:5][CH2:6][CH2:7][O:8][C:9]1[CH:10]=[CH:11][C:12]([C:15]2[CH:16]=[CH:17][C:18]3[N:24]([CH2:25][CH:26]([CH3:27])[CH3:28])[CH2:23][CH2:22][C:21]([C:29]([NH:31][C:32]4[CH:37]=[CH:36][C:35]([S:38]([CH2:39][C:40]5[CH:41]=[N:42][CH:43]=[CH:44][CH:45]=5)=[O:56])=[C:34]([Cl:46])[CH:33]=4)=[O:30])=[CH:20][C:19]=3[CH:47]=2)=[CH:13][CH:14]=1)[CH2:2][CH2:3][CH3:4], predict the reactants needed to synthesize it. The reactants are: [CH2:1]([O:5][CH2:6][CH2:7][O:8][C:9]1[CH:14]=[CH:13][C:12]([C:15]2[CH:16]=[CH:17][C:18]3[N:24]([CH2:25][CH:26]([CH3:28])[CH3:27])[CH2:23][CH2:22][C:21]([C:29]([NH:31][C:32]4[CH:37]=[CH:36][C:35]([S:38][CH2:39][C:40]5[CH:41]=[N:42][CH:43]=[CH:44][CH:45]=5)=[C:34]([Cl:46])[CH:33]=4)=[O:30])=[CH:20][C:19]=3[CH:47]=2)=[CH:11][CH:10]=1)[CH2:2][CH2:3][CH3:4].ClC1C=CC=C(C(OO)=[O:56])C=1.S([O-])([O-])(=O)=S.[Na+].[Na+].